From a dataset of Reaction yield outcomes from USPTO patents with 853,638 reactions. Predict the reaction yield, written as a fraction of the theoretical maximum amount of product (1.0 means a 100% yield; for example, 0.34 means a 34% yield). (1) The reactants are [CH3:1][N:2](C)/[CH:3]=[CH:4]/[C:5](=O)[CH:6]([O:9][CH3:10])[O:7][CH3:8].C(O)(=O)C.C(N)=[NH:18]. The catalyst is O. The product is [CH3:8][O:7][CH:6]([O:9][CH3:10])[C:5]1[CH:4]=[CH:3][N:2]=[CH:1][N:18]=1. The yield is 0.700. (2) The reactants are [NH:1]1[C:9]2[C:4](=[CH:5][CH:6]=[CH:7][CH:8]=2)[CH:3]=[CH:2]1.C([Mg]Br)C.O1CCCC1.[CH3:19][C:20]1([CH3:28])[C:22]([CH3:24])([CH3:23])[CH:21]1[C:25](Cl)=[O:26]. The catalyst is ClCCl.[Cl-].[Cl-].[Zn+2]. The product is [NH:1]1[C:9]2[C:4](=[CH:5][CH:6]=[CH:7][CH:8]=2)[C:3]([C:25]([CH:21]2[C:22]([CH3:24])([CH3:23])[C:20]2([CH3:28])[CH3:19])=[O:26])=[CH:2]1.[CH3:19][C:20]1([CH3:28])[C:22]([CH3:24])([CH3:23])[CH:21]1[C:25]([N:1]1[C:9]2[C:4](=[CH:5][CH:6]=[CH:7][CH:8]=2)[CH:3]=[CH:2]1)=[O:26]. The yield is 0.420. (3) The reactants are [CH:1]([O:3][C:4](=[O:19])[O:5][CH2:6][CH:7]1[CH2:11][CH2:10][N:9](CC2C=CC=CC=2)[CH2:8]1)=[CH2:2].Cl[C:21]([O:23][CH:24]=[CH2:25])=[O:22]. The catalyst is ClCCCl. The product is [CH:24]([O:23][C:21]([N:9]1[CH2:10][CH2:11][CH:7]([CH2:6][O:5][C:4]([O:3][CH:1]=[CH2:2])=[O:19])[CH2:8]1)=[O:22])=[CH2:25]. The yield is 0.830.